From a dataset of Catalyst prediction with 721,799 reactions and 888 catalyst types from USPTO. Predict which catalyst facilitates the given reaction. Reactant: [Cl:1][C:2]1[CH:3]=[C:4]([N:8]2[C:12]([CH2:13][NH2:14])=[CH:11][C:10]([C:15]([F:18])([F:17])[F:16])=[N:9]2)[CH:5]=[CH:6][CH:7]=1.[F:19][C:20]1[CH:25]=[CH:24][C:23]([NH:26][C:27]([C:29]2[N:34]=[CH:33][C:32]([CH:35]([CH3:39])[C:36](O)=[O:37])=[CH:31][N:30]=2)=[O:28])=[CH:22][CH:21]=1.F[B-](F)(F)F.N1(OC(N(C)C)=[N+](C)C)C2C=CC=CC=2N=N1.C(N(C(C)C)C(C)C)C. Product: [Cl:1][C:2]1[CH:3]=[C:4]([N:8]2[C:12]([CH2:13][NH:14][C:36](=[O:37])[CH:35]([C:32]3[CH:31]=[N:30][C:29]([C:27]([NH:26][C:23]4[CH:22]=[CH:21][C:20]([F:19])=[CH:25][CH:24]=4)=[O:28])=[N:34][CH:33]=3)[CH3:39])=[CH:11][C:10]([C:15]([F:16])([F:17])[F:18])=[N:9]2)[CH:5]=[CH:6][CH:7]=1. The catalyst class is: 7.